The task is: Predict the product of the given reaction.. This data is from Forward reaction prediction with 1.9M reactions from USPTO patents (1976-2016). (1) Given the reactants Cl[C:2]1[N:7]=[C:6]([C:8]2[C:16]3[C:11](=[CH:12][CH:13]=[C:14]([C:17]([N:19]([CH3:21])[CH3:20])=[O:18])[CH:15]=3)[N:10]([CH:22]3[CH2:27][CH2:26][CH2:25][CH2:24][O:23]3)[N:9]=2)[CH:5]=[CH:4][N:3]=1.[NH:28]1[CH2:33][CH2:32][CH:31]([NH:34][C:35](=[O:41])[O:36][C:37]([CH3:40])([CH3:39])[CH3:38])[CH2:30][CH2:29]1, predict the reaction product. The product is: [CH3:20][N:19]([CH3:21])[C:17]([C:14]1[CH:15]=[C:16]2[C:11](=[CH:12][CH:13]=1)[N:10]([CH:22]1[CH2:27][CH2:26][CH2:25][CH2:24][O:23]1)[N:9]=[C:8]2[C:6]1[CH:5]=[CH:4][N:3]=[C:2]([N:28]2[CH2:29][CH2:30][CH:31]([NH:34][C:35](=[O:41])[O:36][C:37]([CH3:39])([CH3:38])[CH3:40])[CH2:32][CH2:33]2)[N:7]=1)=[O:18]. (2) Given the reactants C1(C([N:6]2[C:10]3=[CH:11][N:12]=[C:13]([C:15]4[CH:16]=[N:17][C:18]([CH3:21])=[CH:19][CH:20]=4)[CH:14]=[C:9]3[C:8]([NH:22][C:23]([CH:25]3[CH2:27][CH2:26]3)=[O:24])=[N:7]2)=O)CC1, predict the reaction product. The product is: [CH3:21][C:18]1[N:17]=[CH:16][C:15]([C:13]2[CH:14]=[C:9]3[C:8]([NH:22][C:23]([CH:25]4[CH2:27][CH2:26]4)=[O:24])=[N:7][NH:6][C:10]3=[CH:11][N:12]=2)=[CH:20][CH:19]=1.